This data is from Catalyst prediction with 721,799 reactions and 888 catalyst types from USPTO. The task is: Predict which catalyst facilitates the given reaction. Reactant: [CH3:1][C:2]1[N:7]=[CH:6][C:5]([CH2:8][C:9]([OH:11])=O)=[CH:4][CH:3]=1.C(OC(=O)C)(=O)C.[NH:19]1[C:27]2[C:22](=[CH:23][CH:24]=[CH:25][CH:26]=2)[CH:21]=[CH:20]1. Product: [NH:19]1[C:27]2[C:22](=[CH:23][CH:24]=[CH:25][CH:26]=2)[C:21]([C:9](=[O:11])[CH2:8][C:5]2[CH:6]=[N:7][C:2]([CH3:1])=[CH:3][CH:4]=2)=[CH:20]1. The catalyst class is: 13.